This data is from Reaction yield outcomes from USPTO patents with 853,638 reactions. The task is: Predict the reaction yield, written as a fraction of the theoretical maximum amount of product (1.0 means a 100% yield; for example, 0.34 means a 34% yield). The reactants are [N+:1]([C:4]1[CH:10]=[CH:9][CH:8]=[CH:7][C:5]=1[NH2:6])([O-])=O.C([N:14]1[C:22]2[C:17](=[CH:18][C:19]([C:23](Cl)=O)=[CH:20][CH:21]=2)[C:16]([C:26]2[CH:31]=[CH:30][C:29]([F:32])=[CH:28][CH:27]=2)=[N:15]1)(=O)C.O. The catalyst is N1C=CC=CC=1. The product is [N:6]1[C:5]2[CH:7]=[CH:8][CH:9]=[CH:10][C:4]=2[NH:1][C:23]=1[C:19]1[CH:18]=[C:17]2[C:22](=[CH:21][CH:20]=1)[NH:14][N:15]=[C:16]2[C:26]1[CH:31]=[CH:30][C:29]([F:32])=[CH:28][CH:27]=1. The yield is 0.170.